Dataset: Catalyst prediction with 721,799 reactions and 888 catalyst types from USPTO. Task: Predict which catalyst facilitates the given reaction. (1) Reactant: [CH:1]([N:4]([C:10]1[CH:11]=[N:12][O:13][C:14]=1[CH3:15])[C:5]([CH:7]1[CH2:9][CH2:8]1)=[O:6])([CH3:3])[CH3:2].[H][H]. Product: [NH2:12]/[CH:11]=[C:10](\[N:4]([CH:1]([CH3:3])[CH3:2])[C:5]([CH:7]1[CH2:8][CH2:9]1)=[O:6])/[C:14](=[O:13])[CH3:15]. The catalyst class is: 256. (2) Reactant: [NH4+].[Cl-].C1C=CC2N(O)N=[N:9]C=2C=1.CCN=C=NCCCN(C)C.CCN(C(C)C)C(C)C.[CH2:33]([O:40][N:41]([C@H:54]1[CH2:59][N:58]([C:60]([O:62][C:63]([CH3:66])([CH3:65])[CH3:64])=[O:61])[C@H:57]([C:67](O)=[O:68])[CH2:56][CH2:55]1)[S:42]([C:45]1[CH:50]=[CH:49][CH:48]=[CH:47][C:46]=1[N+:51]([O-:53])=[O:52])(=[O:44])=[O:43])[C:34]1[CH:39]=[CH:38][CH:37]=[CH:36][CH:35]=1. Product: [CH2:33]([O:40][N:41]([C@H:54]1[CH2:59][N:58]([C:60]([O:62][C:63]([CH3:64])([CH3:65])[CH3:66])=[O:61])[C@H:57]([C:67](=[O:68])[NH2:9])[CH2:56][CH2:55]1)[S:42]([C:45]1[CH:50]=[CH:49][CH:48]=[CH:47][C:46]=1[N+:51]([O-:53])=[O:52])(=[O:44])=[O:43])[C:34]1[CH:35]=[CH:36][CH:37]=[CH:38][CH:39]=1. The catalyst class is: 31. (3) Reactant: [CH:1]1([CH2:4][N:5]2[C:9]3[CH:10]=[CH:11][C:12]([O:14]C)=[CH:13][C:8]=3[N:7]=[N:6]2)[CH2:3][CH2:2]1.B(Br)(Br)Br.C(=O)(O)[O-].[Na+].Cl. Product: [CH:1]1([CH2:4][N:5]2[C:9]3[CH:10]=[CH:11][C:12]([OH:14])=[CH:13][C:8]=3[N:7]=[N:6]2)[CH2:2][CH2:3]1. The catalyst class is: 4. (4) Reactant: [NH2:1][C@@H:2]1[CH2:6][CH2:5][C@@:4]([C:9]([N:11]2[CH2:16][C@@H:15]3[CH2:17][C@H:12]2[CH2:13][N:14]3[C:18]([O:20][C:21]([CH3:24])([CH3:23])[CH3:22])=[O:19])=[O:10])([CH2:7][CH3:8])[CH2:3]1.C(O[BH-](OC(=O)C)OC(=O)C)(=O)C.[Na+].[CH3:39][O:40][CH:41]1[C:46](=O)[CH2:45][CH2:44][O:43][CH2:42]1.[OH-].[Na+]. Product: [CH2:7]([C@:4]1([C:9]([N:11]2[CH2:16][C@@H:15]3[CH2:17][C@H:12]2[CH2:13][N:14]3[C:18]([O:20][C:21]([CH3:23])([CH3:22])[CH3:24])=[O:19])=[O:10])[CH2:5][CH2:6][C@@H:2]([NH:1][C@@H:46]2[CH2:45][CH2:44][O:43][CH2:42][C@H:41]2[O:40][CH3:39])[CH2:3]1)[CH3:8].[C:21]([O:20][C:18]([N:14]1[CH2:13][C@@H:12]2[CH2:17][C@H:15]1[CH2:16][N:11]2[C:9]([C@@:4]1([CH2:7][CH3:8])[CH2:5][CH2:6][C@@H:2]([NH:1][C@@H:46]2[C@H:41]([O:40][CH3:39])[CH2:42][O:43][CH2:44][CH2:45]2)[CH2:3]1)=[O:10])=[O:19])([CH3:23])([CH3:22])[CH3:24]. The catalyst class is: 46. (5) The catalyst class is: 272. Product: [Cl:20][C:21]1[S:25][C:24]([S:26]([N:1]([S:26]([C:24]2[S:25][C:21]([Cl:20])=[CH:22][CH:23]=2)(=[O:28])=[O:27])[C:2]2[C:10]3[C:5](=[CH:6][CH:7]=[CH:8][C:9]=3[C:11]#[N:12])[N:4]([C:13]([O:15][C:16]([CH3:19])([CH3:18])[CH3:17])=[O:14])[N:3]=2)(=[O:28])=[O:27])=[CH:23][CH:22]=1. Reactant: [NH2:1][C:2]1[C:10]2[C:5](=[CH:6][CH:7]=[CH:8][C:9]=2[C:11]#[N:12])[N:4]([C:13]([O:15][C:16]([CH3:19])([CH3:18])[CH3:17])=[O:14])[N:3]=1.[Cl:20][C:21]1[S:25][C:24]([S:26](Cl)(=[O:28])=[O:27])=[CH:23][CH:22]=1.